Task: Binary Classification. Given a drug SMILES string, predict its activity (active/inactive) in a high-throughput screening assay against a specified biological target.. Dataset: HIV replication inhibition screening data with 41,000+ compounds from the AIDS Antiviral Screen (1) The compound is O=c1c(Cl)c2cc3c(cc2c2ccccc12)nc1cccnc1n3C1CCCCC1. The result is 0 (inactive). (2) The drug is Cc1cn(C2OC(CO)CC2F)c(=O)[nH]c1=O. The result is 0 (inactive). (3) The compound is CN(C)C(=Nc1ccc(NC(=O)c2ccc(C(=O)Nc3ccc(N=C(Nc4ccccc4)N(C)C)cc3)cc2)cc1)Nc1ccccc1. The result is 0 (inactive). (4) The drug is COc1ccc(N=Nc2ccc3oc(=O)c(C(=O)Nc4ccc(Cl)cc4)cc3c2)cc1. The result is 0 (inactive). (5) The molecule is N#CC(C#N)=C1SCC(=O)CS1. The result is 0 (inactive). (6) The molecule is CCCCCCC=C(c1cc(Cl)c(OC)c(C(=O)OC)c1)c1cc(Cl)c(OC)c(C(=O)OC)c1. The result is 0 (inactive).